Dataset: Forward reaction prediction with 1.9M reactions from USPTO patents (1976-2016). Task: Predict the product of the given reaction. (1) Given the reactants S(=O)(=O)(O)O.[Br:6][CH:7]([CH2:11][CH2:12][CH2:13][C:14]1[CH:19]=[CH:18][C:17]([O:20][CH3:21])=[CH:16][CH:15]=1)[C:8]([OH:10])=[O:9].O.[CH2:23](O)[CH3:24], predict the reaction product. The product is: [Br:6][CH:7]([CH2:11][CH2:12][CH2:13][C:14]1[CH:15]=[CH:16][C:17]([O:20][CH3:21])=[CH:18][CH:19]=1)[C:8]([O:10][CH2:23][CH3:24])=[O:9]. (2) Given the reactants [N+:1]([C:4]1[CH:13]=[CH:12][CH:11]=[C:10]2[C:5]=1[CH:6]=[CH:7][C:8](Cl)=[N:9]2)([O-])=O.[CH3:15][O:16][C:17]1[CH:18]=[CH:19][CH:20]=[C:21]2[C:26]=1[CH:25]([NH2:27])[CH2:24][CH2:23][CH2:22]2.[NH:28]1[CH:32]=[C:31]([CH:33]=O)[N:30]=[N:29]1, predict the reaction product. The product is: [CH3:15][O:16][C:17]1[CH:18]=[CH:19][CH:20]=[C:21]2[C:26]=1[CH:25]([NH:27][C:8]1[CH:7]=[CH:6][C:5]3[C:4]([NH:1][CH2:33][C:31]4[N:30]=[N:29][NH:28][CH:32]=4)=[CH:13][CH:12]=[CH:11][C:10]=3[N:9]=1)[CH2:24][CH2:23][CH2:22]2.